This data is from Forward reaction prediction with 1.9M reactions from USPTO patents (1976-2016). The task is: Predict the product of the given reaction. Given the reactants [C:1]1([CH2:7][CH2:8][OH:9])[CH:6]=[CH:5][CH:4]=[CH:3][CH:2]=1.[H-].[Na+].[I:12][C:13]1[CH:14]=[C:15]([CH:18]=[CH:19][CH:20]=1)[CH2:16]Br, predict the reaction product. The product is: [I:12][C:13]1[CH:20]=[CH:19][CH:18]=[C:15]([CH2:16][O:9][CH2:8][CH2:7][C:1]2[CH:6]=[CH:5][CH:4]=[CH:3][CH:2]=2)[CH:14]=1.